From a dataset of Forward reaction prediction with 1.9M reactions from USPTO patents (1976-2016). Predict the product of the given reaction. The product is: [C:21]([CH:9]([P:4]([O:5][CH2:6][CH3:7])([O:3][CH2:1][CH3:2])=[O:8])[CH:10]([CH:15]1[CH2:20][CH2:19][O:18][CH2:17][CH2:16]1)[CH2:11][CH2:12][C:13]([OH:26])=[O:37])#[N:22]. Given the reactants [CH2:1]([O:3][P:4]([CH:9]([C:21]#[N:22])[CH:10]([CH:15]1[CH2:20][CH2:19][O:18][CH2:17][CH2:16]1)[CH2:11][CH2:12][CH:13]=C)(=[O:8])[O:5][CH2:6][CH3:7])[CH3:2].ClCCl.[O-:26][Mn](=O)(=O)=O.[K+].OS([O-])=O.[Na+].[OH2:37], predict the reaction product.